Dataset: Catalyst prediction with 721,799 reactions and 888 catalyst types from USPTO. Task: Predict which catalyst facilitates the given reaction. (1) Reactant: [Br:1][C:2]1[CH:7]=[CH:6][C:5]([O:8][CH2:9][CH:10](OCC)[O:11]CC)=[C:4]([Cl:17])[CH:3]=1.C(O)(C(F)(F)F)=O.O. Product: [Br:1][C:2]1[CH:7]=[CH:6][C:5]([O:8][CH2:9][CH:10]=[O:11])=[C:4]([Cl:17])[CH:3]=1. The catalyst class is: 22. (2) Reactant: [F:1][C:2]1[CH:7]=[CH:6][C:5]([CH2:8][C:9](=[O:41])[CH2:10][NH:11][C:12]([C:14]2[N:15]=[C:16]3[N:31]([CH2:32][C:33](=[O:40])[N:34]4[CH2:39][CH2:38][CH2:37][CH2:36][CH2:35]4)[CH:30]=[CH:29][N:17]3[C:18](=[O:28])[C:19]=2[O:20][CH2:21][C:22]2[CH:27]=[CH:26][CH:25]=[CH:24][CH:23]=2)=O)=[CH:4][CH:3]=1.C(Cl)(Cl)(Cl)Cl.C(N(CC)CC)C.C1(P(C2C=CC=CC=2)C2C=CC=CC=2)C=CC=CC=1. Product: [CH2:21]([O:20][C:19]1[C:18](=[O:28])[N:17]2[CH:29]=[CH:30][N:31]([CH2:32][C:33](=[O:40])[N:34]3[CH2:39][CH2:38][CH2:37][CH2:36][CH2:35]3)[C:16]2=[N:15][C:14]=1[C:12]1[O:41][C:9]([CH2:8][C:5]2[CH:6]=[CH:7][C:2]([F:1])=[CH:3][CH:4]=2)=[CH:10][N:11]=1)[C:22]1[CH:23]=[CH:24][CH:25]=[CH:26][CH:27]=1. The catalyst class is: 10. (3) Reactant: [Br:1][C:2]1([Br:25])[CH:12]2[CH:3]1[CH2:4][O:5][C:6]1[C:11]2=[C:10]([F:13])[CH:9]=[C:8]([NH:14]C(=O)C(C)(C)C)[C:7]=1[C:21]([O:23][CH3:24])=[O:22].S(=O)(=O)(O)O.C([O-])([O-])OC. Product: [NH2:14][C:8]1[C:7]([C:21]([O:23][CH3:24])=[O:22])=[C:6]2[C:11]([CH:12]3[C:2]([Br:25])([Br:1])[CH:3]3[CH2:4][O:5]2)=[C:10]([F:13])[CH:9]=1. The catalyst class is: 5. (4) Reactant: C([N:3](CC)CC)C.[CH2:8]([O:15][C:16]([NH:18][C@H:19]1[CH2:24][CH2:23][C@H:22]([C:25]([OH:27])=O)[CH2:21][CH2:20]1)=[O:17])[C:9]1[CH:14]=[CH:13][CH:12]=[CH:11][CH:10]=1.[Cl-].[NH4+].ON1C2C=CC=CC=2N=N1.Cl.C(N=C=NCCCN(C)C)C. Product: [CH2:8]([O:15][C:16](=[O:17])[NH:18][C@H:19]1[CH2:24][CH2:23][C@H:22]([C:25](=[O:27])[NH2:3])[CH2:21][CH2:20]1)[C:9]1[CH:14]=[CH:13][CH:12]=[CH:11][CH:10]=1. The catalyst class is: 145.